Dataset: NCI-60 drug combinations with 297,098 pairs across 59 cell lines. Task: Regression. Given two drug SMILES strings and cell line genomic features, predict the synergy score measuring deviation from expected non-interaction effect. (1) Drug 1: CC1C(C(CC(O1)OC2CC(OC(C2O)C)OC3=CC4=CC5=C(C(=O)C(C(C5)C(C(=O)C(C(C)O)O)OC)OC6CC(C(C(O6)C)O)OC7CC(C(C(O7)C)O)OC8CC(C(C(O8)C)O)(C)O)C(=C4C(=C3C)O)O)O)O. Drug 2: C1=NC2=C(N=C(N=C2N1C3C(C(C(O3)CO)O)F)Cl)N. Cell line: UO-31. Synergy scores: CSS=15.1, Synergy_ZIP=0.00516, Synergy_Bliss=-0.261, Synergy_Loewe=1.93, Synergy_HSA=1.49. (2) Drug 1: C1=NC2=C(N1)C(=S)N=C(N2)N. Drug 2: CCN(CC)CCNC(=O)C1=C(NC(=C1C)C=C2C3=C(C=CC(=C3)F)NC2=O)C. Cell line: COLO 205. Synergy scores: CSS=14.8, Synergy_ZIP=0.379, Synergy_Bliss=0.472, Synergy_Loewe=-9.65, Synergy_HSA=-2.97. (3) Drug 1: CN1CCC(CC1)COC2=C(C=C3C(=C2)N=CN=C3NC4=C(C=C(C=C4)Br)F)OC. Drug 2: CCCCC(=O)OCC(=O)C1(CC(C2=C(C1)C(=C3C(=C2O)C(=O)C4=C(C3=O)C=CC=C4OC)O)OC5CC(C(C(O5)C)O)NC(=O)C(F)(F)F)O. Cell line: UACC-257. Synergy scores: CSS=2.65, Synergy_ZIP=-0.328, Synergy_Bliss=1.34, Synergy_Loewe=0.0340, Synergy_HSA=-0.341. (4) Drug 1: CC1CCC2CC(C(=CC=CC=CC(CC(C(=O)C(C(C(=CC(C(=O)CC(OC(=O)C3CCCCN3C(=O)C(=O)C1(O2)O)C(C)CC4CCC(C(C4)OC)O)C)C)O)OC)C)C)C)OC. Drug 2: COC1=C2C(=CC3=C1OC=C3)C=CC(=O)O2. Cell line: U251. Synergy scores: CSS=14.6, Synergy_ZIP=-6.20, Synergy_Bliss=-2.42, Synergy_Loewe=-21.7, Synergy_HSA=-3.45. (5) Drug 1: CC1C(C(CC(O1)OC2CC(CC3=C2C(=C4C(=C3O)C(=O)C5=C(C4=O)C(=CC=C5)OC)O)(C(=O)CO)O)N)O.Cl. Drug 2: CCN(CC)CCCC(C)NC1=C2C=C(C=CC2=NC3=C1C=CC(=C3)Cl)OC. Cell line: SNB-75. Synergy scores: CSS=5.62, Synergy_ZIP=-2.53, Synergy_Bliss=0.0778, Synergy_Loewe=-3.06, Synergy_HSA=-0.0177. (6) Drug 1: C1CCC(CC1)NC(=O)N(CCCl)N=O. Drug 2: COC1=C2C(=CC3=C1OC=C3)C=CC(=O)O2. Cell line: CCRF-CEM. Synergy scores: CSS=39.3, Synergy_ZIP=0.355, Synergy_Bliss=1.57, Synergy_Loewe=-8.74, Synergy_HSA=-0.126. (7) Drug 1: COC1=C(C=C2C(=C1)N=CN=C2NC3=CC(=C(C=C3)F)Cl)OCCCN4CCOCC4. Drug 2: CC1=C(C(=O)C2=C(C1=O)N3CC4C(C3(C2COC(=O)N)OC)N4)N. Cell line: 786-0. Synergy scores: CSS=44.6, Synergy_ZIP=5.10, Synergy_Bliss=8.25, Synergy_Loewe=9.45, Synergy_HSA=9.95. (8) Drug 1: C(CC(=O)O)C(=O)CN.Cl. Drug 2: B(C(CC(C)C)NC(=O)C(CC1=CC=CC=C1)NC(=O)C2=NC=CN=C2)(O)O. Cell line: HCC-2998. Synergy scores: CSS=38.9, Synergy_ZIP=-0.259, Synergy_Bliss=-1.43, Synergy_Loewe=-10.0, Synergy_HSA=-9.73.